This data is from Full USPTO retrosynthesis dataset with 1.9M reactions from patents (1976-2016). The task is: Predict the reactants needed to synthesize the given product. (1) Given the product [P:33]([OH:35])([OH:34])([O:4][CH2:3][C@:2]([NH2:1])([C:6]1[S:7][C:8]([C:11]2[CH:16]=[CH:15][C:14]([O:17][CH2:18][CH2:19][CH2:20][CH2:21][CH2:22][CH2:23][CH2:24][CH3:25])=[C:13]([C:26]([F:28])([F:27])[F:29])[CH:12]=2)=[N:9][N:10]=1)[CH3:5])=[O:32], predict the reactants needed to synthesize it. The reactants are: [NH2:1][C@@:2]([C:6]1[S:7][C:8]([C:11]2[CH:16]=[CH:15][C:14]([O:17][CH2:18][CH2:19][CH2:20][CH2:21][CH2:22][CH2:23][CH2:24][CH3:25])=[C:13]([C:26]([F:29])([F:28])[F:27])[CH:12]=2)=[N:9][N:10]=1)([CH3:5])[CH2:3][OH:4].C([O:32][P:33](Cl)([O:35]CC)=[O:34])C.C(N(CC)CC)C.Br[Si](C)(C)C. (2) Given the product [OH:16][C:13]12[CH2:14][CH2:3][CH2:4][C:5]1([OH:11])[CH:6]1[CH2:7][CH:10]2[CH2:1][CH2:2]1, predict the reactants needed to synthesize it. The reactants are: [CH:1]12[CH2:10][CH:7](CC1)[CH:6]1[CH:2]2[CH2:3][CH2:4][CH2:5]1.[O:11]=O.[C:13]([OH:16])(=O)[CH3:14]. (3) Given the product [CH2:13]([C:17]1[N:18]([CH2:31][C:32]2[CH:37]=[CH:36][C:35]([C:38]3[CH:43]=[CH:42][CH:41]=[CH:40][C:39]=3[C:44]3[NH:3][C:4](=[O:7])[O:5][N:45]=3)=[CH:34][CH:33]=2)[C:19](=[O:30])[C:20]([C:24]2[CH2:29][CH2:28][CH2:27][CH2:26][CH:25]=2)=[C:21]([CH3:23])[N:22]=1)[CH2:14][CH2:15][CH3:16], predict the reactants needed to synthesize it. The reactants are: [Cl-].O[NH3+:3].[C:4](=[O:7])([O-])[OH:5].[Na+].CS(C)=O.[CH2:13]([C:17]1[N:18]([CH2:31][C:32]2[CH:37]=[CH:36][C:35]([C:38]3[C:39]([C:44]#[N:45])=[CH:40][CH:41]=[CH:42][CH:43]=3)=[CH:34][CH:33]=2)[C:19](=[O:30])[C:20]([C:24]2[CH2:29][CH2:28][CH2:27][CH2:26][CH:25]=2)=[C:21]([CH3:23])[N:22]=1)[CH2:14][CH2:15][CH3:16]. (4) Given the product [NH2:9][C:10]1[C:11]([Cl:30])=[C:12]([C:26]([Cl:29])=[CH:27][C:28]=1[Br:8])[CH2:13][CH:14]1[CH2:18][CH2:17][N:16]([CH:19]2[CH2:20][CH2:21][CH2:22][CH2:23][CH2:24]2)[C:15]1=[O:25], predict the reactants needed to synthesize it. The reactants are: C1C(=O)N([Br:8])C(=O)C1.[NH2:9][C:10]1[C:11]([Cl:30])=[C:12]([C:26]([Cl:29])=[CH:27][CH:28]=1)[CH2:13][CH:14]1[CH2:18][CH2:17][N:16]([CH:19]2[CH2:24][CH2:23][CH2:22][CH2:21][CH2:20]2)[C:15]1=[O:25]. (5) Given the product [NH2:14][C:8]1[CH:7]=[CH:6][C:5]([O:4][C:3]2[CH:17]=[CH:18][C:19]([F:21])=[CH:20][C:2]=2[F:1])=[CH:13][C:9]=1[C:10]([NH2:12])=[O:11], predict the reactants needed to synthesize it. The reactants are: [F:1][C:2]1[CH:20]=[C:19]([F:21])[CH:18]=[CH:17][C:3]=1[O:4][C:5]1[CH:6]=[CH:7][C:8]([N+:14]([O-])=O)=[C:9]([CH:13]=1)[C:10]([NH2:12])=[O:11]. (6) Given the product [CH:20]1([NH:26][C:27]([NH:11][C:8]2[N:9]=[C:10]3[C:2]([Cl:1])=[CH:3][N:4]([CH2:12][O:13][CH2:14][CH2:15][Si:16]([CH3:19])([CH3:18])[CH3:17])[C:5]3=[N:6][CH:7]=2)=[O:28])[CH2:25][CH2:24][CH2:23][CH2:22][CH2:21]1, predict the reactants needed to synthesize it. The reactants are: [Cl:1][C:2]1[C:10]2[C:5](=[N:6][CH:7]=[C:8]([NH2:11])[N:9]=2)[N:4]([CH2:12][O:13][CH2:14][CH2:15][Si:16]([CH3:19])([CH3:18])[CH3:17])[CH:3]=1.[CH:20]1([N:26]=[C:27]=[O:28])[CH2:25][CH2:24][CH2:23][CH2:22][CH2:21]1.